From a dataset of Catalyst prediction with 721,799 reactions and 888 catalyst types from USPTO. Predict which catalyst facilitates the given reaction. (1) Reactant: [CH3:1][C:2]1[CH:7]=[C:6]([CH3:8])[CH:5]=[CH:4][C:3]=1[N:9]([CH2:30][CH:31]([CH3:33])[CH3:32])[S:10]([C:13]1[CH:21]=[CH:20][C:19]([O:22][CH2:23][CH:24]2[CH2:29][CH2:28][O:27][CH2:26][CH2:25]2)=[CH:18][C:14]=1[C:15](O)=[O:16])(=[O:12])=[O:11].[H-].[Al+3].[Li+].[H-].[H-].[H-]. Product: [CH3:1][C:2]1[CH:7]=[C:6]([CH3:8])[CH:5]=[CH:4][C:3]=1[N:9]([CH2:30][CH:31]([CH3:33])[CH3:32])[S:10]([C:13]1[CH:21]=[CH:20][C:19]([O:22][CH2:23][CH:24]2[CH2:25][CH2:26][O:27][CH2:28][CH2:29]2)=[CH:18][C:14]=1[CH2:15][OH:16])(=[O:12])=[O:11]. The catalyst class is: 7. (2) Reactant: F[B-](F)(F)F.C[O+:7]([CH3:9])[CH3:8].[OH:10][C:11]1[C:16]([O:17][CH3:18])=C(O)[N:14]([CH2:20][C:21]2[CH:26]=[CH:25][C:24]([O:27][CH3:28])=[CH:23][CH:22]=2)[C:13](=[O:29])[C:12]=1[C:30](=[O:38])[CH:31]([CH3:37])[CH2:32][CH2:33][CH2:34][CH2:35][CH3:36].C(N(CC)C(C)C)(C)C. Product: [OH:10][C:11]1[C:16]([O:17][CH3:18])=[C:8]([O:7][CH3:9])[N:14]([CH2:20][C:21]2[CH:22]=[CH:23][C:24]([O:27][CH3:28])=[CH:25][CH:26]=2)[C:13](=[O:29])[C:12]=1[C:30](=[O:38])[CH:31]([CH3:37])[CH2:32][CH2:33][CH2:34][CH2:35][CH3:36]. The catalyst class is: 4. (3) Reactant: C([N:11]1[CH2:16][CH2:15][N:14]([C:17]2[CH:22]=[C:21]([Cl:23])[C:20]([Cl:24])=[CH:19][C:18]=2[N+:25]([O-])=O)[C@H:13]([C:28]([OH:30])=O)[CH2:12]1)(OCC1C=CC=CC=1)=O. Product: [Cl:24][C:20]1[CH:19]=[C:18]2[C:17](=[CH:22][C:21]=1[Cl:23])[N:14]1[CH2:15][CH2:16][NH:11][CH2:12][C@H:13]1[C:28](=[O:30])[NH:25]2. The catalyst class is: 180.